This data is from Forward reaction prediction with 1.9M reactions from USPTO patents (1976-2016). The task is: Predict the product of the given reaction. (1) Given the reactants Br[C:2]1[CH:7]=[CH:6][C:5]([N:8]2[CH:12]=[C:11]([CH3:13])[N:10]=[CH:9]2)=[C:4]([O:14][CH3:15])[CH:3]=1.[F:16][C:17]1[CH:22]=[CH:21][C:20]([CH:23]2[CH2:28][CH2:27][CH2:26][N:25]3[N:29]=[C:30]([NH2:32])[N:31]=[C:24]23)=[CH:19][CH:18]=1.[O-]C1C=CC=CC=1.[Na+].C1(P(C2C=CC=CC=2)C2C3OC4C(=CC=CC=4P(C4C=CC=CC=4)C4C=CC=CC=4)C(C)(C)C=3C=CC=2)C=CC=CC=1, predict the reaction product. The product is: [F:16][C:17]1[CH:22]=[CH:21][C:20]([CH:23]2[CH2:28][CH2:27][CH2:26][N:25]3[N:29]=[C:30]([NH:32][C:2]4[CH:7]=[CH:6][C:5]([N:8]5[CH:12]=[C:11]([CH3:13])[N:10]=[CH:9]5)=[C:4]([O:14][CH3:15])[CH:3]=4)[N:31]=[C:24]23)=[CH:19][CH:18]=1. (2) Given the reactants Br[CH2:2][C:3]1[CH:8]=[CH:7][C:6]([B:9]([OH:11])[OH:10])=[CH:5][CH:4]=1.C(=O)([O-])[O-].[K+].[K+].[NH:18]1[CH2:23][CH2:22][O:21][CH2:20][CH2:19]1.O, predict the reaction product. The product is: [O:21]1[CH2:22][CH2:23][N:18]([CH2:2][C:3]2[CH:8]=[CH:7][C:6]([B:9]([OH:11])[OH:10])=[CH:5][CH:4]=2)[CH2:19][CH2:20]1.